From a dataset of Peptide-MHC class II binding affinity with 134,281 pairs from IEDB. Regression. Given a peptide amino acid sequence and an MHC pseudo amino acid sequence, predict their binding affinity value. This is MHC class II binding data. The peptide sequence is RREVHIYYLEKANKI. The MHC is DRB1_0901 with pseudo-sequence DRB1_0901. The binding affinity (normalized) is 0.376.